Regression. Given a peptide amino acid sequence and an MHC pseudo amino acid sequence, predict their binding affinity value. This is MHC class I binding data. From a dataset of Peptide-MHC class I binding affinity with 185,985 pairs from IEDB/IMGT. The peptide sequence is DVCKNFLKQVY. The MHC is H-2-Kb with pseudo-sequence H-2-Kb. The binding affinity (normalized) is 0.